The task is: Predict the reaction yield, written as a fraction of the theoretical maximum amount of product (1.0 means a 100% yield; for example, 0.34 means a 34% yield).. This data is from Reaction yield outcomes from USPTO patents with 853,638 reactions. (1) The reactants are [CH:1]1([C:7]2([CH2:13][NH:14][C:15]3[S:16][CH:17]=[CH:18][N:19]=3)[CH2:12][CH2:11][NH:10][CH2:9][CH2:8]2)[CH2:6][CH2:5][CH2:4][CH2:3][CH2:2]1.[C:20]([O:24][C:25]([NH:27][C@H:28]([CH2:32][C:33]1[CH:38]=[CH:37][C:36]([Cl:39])=[CH:35][CH:34]=1)[C:29](O)=[O:30])=[O:26])([CH3:23])([CH3:22])[CH3:21].ON1C2C=CC=CC=2N=N1.CN1CCOCC1.CN(C)CCCN=C=NCC.[Cl-].[NH4+]. The catalyst is CN(C)C=O. The product is [C:20]([O:24][C:25](=[O:26])[NH:27][C@H:28]([CH2:32][C:33]1[CH:34]=[CH:35][C:36]([Cl:39])=[CH:37][CH:38]=1)[C:29]([N:10]1[CH2:9][CH2:8][C:7]([CH:1]2[CH2:2][CH2:3][CH2:4][CH2:5][CH2:6]2)([CH2:13][NH:14][C:15]2[S:16][CH:17]=[CH:18][N:19]=2)[CH2:12][CH2:11]1)=[O:30])([CH3:23])([CH3:21])[CH3:22]. The yield is 0.610. (2) The reactants are [CH2:1]([N:8]1[CH2:14][CH2:13][C:12](=[CH2:15])[C:11]2[N:16]=[C:17](Cl)[CH:18]=[CH:19][C:10]=2[CH2:9]1)[C:2]1[CH:7]=[CH:6][CH:5]=[CH:4][CH:3]=1.CC(C)([O-])C.[Na+].[NH:27]1[CH2:32][CH2:31][O:30][CH2:29][CH2:28]1.CC(C1C=C(C(C)C)C(C2C=CC=CC=2P(C2CCCCC2)C2CCCCC2)=C(C(C)C)C=1)C. The catalyst is C1C=CC(/C=C/C(/C=C/C2C=CC=CC=2)=O)=CC=1.C1C=CC(/C=C/C(/C=C/C2C=CC=CC=2)=O)=CC=1.C1C=CC(/C=C/C(/C=C/C2C=CC=CC=2)=O)=CC=1.[Pd].[Pd].C1(C)C=CC=CC=1. The product is [CH2:1]([N:8]1[CH2:14][CH2:13][C:12](=[CH2:15])[C:11]2[N:16]=[C:17]([N:27]3[CH2:32][CH2:31][O:30][CH2:29][CH2:28]3)[CH:18]=[CH:19][C:10]=2[CH2:9]1)[C:2]1[CH:7]=[CH:6][CH:5]=[CH:4][CH:3]=1. The yield is 0.540. (3) The reactants are [Cl:1][C:2]1[CH:7]=[CH:6][C:5]([C@@H:8]([NH:12][C:13]([C:15]2([NH:30]C(=O)OC(C)(C)C)[CH2:20][CH2:19][N:18]([C:21]3[C:22]4[CH:29]=[CH:28][NH:27][C:23]=4[N:24]=[CH:25][N:26]=3)[CH2:17][CH2:16]2)=[O:14])[CH2:9][CH2:10][OH:11])=[CH:4][CH:3]=1.Cl. The catalyst is O1CCOCC1. The product is [NH2:30][C:15]1([C:13]([NH:12][C@H:8]([C:5]2[CH:4]=[CH:3][C:2]([Cl:1])=[CH:7][CH:6]=2)[CH2:9][CH2:10][OH:11])=[O:14])[CH2:16][CH2:17][N:18]([C:21]2[C:22]3[CH:29]=[CH:28][NH:27][C:23]=3[N:24]=[CH:25][N:26]=2)[CH2:19][CH2:20]1. The yield is 0.253. (4) The reactants are Br[C:2]1[C:10]2[NH:9][CH:8]=[N:7][C:6]=2[CH:5]=[C:4]([NH2:11])[CH:3]=1.[CH3:12]N(C=O)C.C[Sn](C)(C)C. The catalyst is Cl[Pd](Cl)([P](C1C=CC=CC=1)(C1C=CC=CC=1)C1C=CC=CC=1)[P](C1C=CC=CC=1)(C1C=CC=CC=1)C1C=CC=CC=1.CO.C(Cl)(Cl)Cl. The product is [CH3:12][C:2]1[C:10]2[NH:9][CH:8]=[N:7][C:6]=2[CH:5]=[C:4]([NH2:11])[CH:3]=1. The yield is 0.450. (5) The reactants are [N+:1]([C:4]1[CH:13]=[C:12]2[C:7]([CH2:8][CH2:9][CH2:10][CH:11]2[OH:14])=[CH:6][CH:5]=1)([O-])=O. The catalyst is CO. The product is [NH2:1][C:4]1[CH:13]=[C:12]2[C:7]([CH2:8][CH2:9][CH2:10][CH:11]2[OH:14])=[CH:6][CH:5]=1. The yield is 0.950. (6) The reactants are [I:1][C:2]1[CH:3]=[N:4][N:5]([CH3:10])[C:6]=1[C:7](O)=[O:8].C(N1C=CN=C1)([N:13]1C=CN=C1)=O.[Cl-].[NH4+].C(N(CC)CC)C. The catalyst is C(Cl)Cl. The product is [I:1][C:2]1[CH:3]=[N:4][N:5]([CH3:10])[C:6]=1[C:7]([NH2:13])=[O:8]. The yield is 0.750. (7) The reactants are FC(F)(F)C([NH:5][CH:6]1[CH2:11][CH2:10][NH:9][CH2:8][CH2:7]1)=O.C(N(CC)CC)C.[C:21](#[N:24])[CH:22]=[CH2:23]. The catalyst is C1COCC1. The product is [C:21]([CH2:22][CH2:23][N:9]1[CH2:8][CH2:7][CH:6]([NH2:5])[CH2:11][CH2:10]1)#[N:24]. The yield is 0.300. (8) The reactants are [OH:1][CH2:2][CH2:3][CH:4]1[S:8][C:7]([C:9]2[NH:10][C:11]3[C:16]([CH:17]=2)=[CH:15][CH:14]=[CH:13][C:12]=3[N:18]([CH3:27])[S:19]([C:22]2[S:23][CH:24]=[CH:25][CH:26]=2)(=[O:21])=[O:20])=[N:6][CH2:5]1.C(N(CC)CC)C.[CH3:35][S:36]([Cl:39])(=[O:38])=[O:37].O. The catalyst is O1CCCC1. The product is [CH3:35][S:36]([O:1][CH2:2][CH2:3][CH:4]1[S:8][C:7]([C:9]2[NH:10][C:11]3[C:16]([CH:17]=2)=[CH:15][CH:14]=[CH:13][C:12]=3[N:18]([CH3:27])[S:19]([C:22]2[S:23][CH:24]=[CH:25][CH:26]=2)(=[O:21])=[O:20])=[N:6][CH2:5]1)(=[O:38])=[O:37].[Cl:39][CH2:2][CH2:3][CH:4]1[S:8][C:7]([C:9]2[NH:10][C:11]3[C:16]([CH:17]=2)=[CH:15][CH:14]=[CH:13][C:12]=3[N:18]([CH3:27])[S:19]([C:22]2[S:23][CH:24]=[CH:25][CH:26]=2)(=[O:21])=[O:20])=[N:6][CH2:5]1. The yield is 0.540. (9) The reactants are [NH2:1][C:2]1[CH:3]=[C:4]2[C:9](=[C:10]([Cl:12])[CH:11]=1)[N:8]=[CH:7][C:6]([C:13]#[N:14])=[C:5]2[NH:15][C:16]1[CH:21]=[CH:20][C:19]([F:22])=[C:18]([Cl:23])[CH:17]=1.[CH3:24][S:25]([C:28]1[N:33]=[C:32]([CH:34]=O)[CH:31]=[CH:30][N:29]=1)(=[O:27])=[O:26].[BH3-]C#N.[Na+]. The catalyst is CCO. The product is [Cl:12][C:10]1[CH:11]=[C:2]([NH:1][CH2:34][C:32]2[CH:31]=[CH:30][N:29]=[C:28]([S:25]([CH3:24])(=[O:27])=[O:26])[N:33]=2)[CH:3]=[C:4]2[C:9]=1[N:8]=[CH:7][C:6]([C:13]#[N:14])=[C:5]2[NH:15][C:16]1[CH:21]=[CH:20][C:19]([F:22])=[C:18]([Cl:23])[CH:17]=1. The yield is 0.0400.